Dataset: Full USPTO retrosynthesis dataset with 1.9M reactions from patents (1976-2016). Task: Predict the reactants needed to synthesize the given product. (1) The reactants are: C1(C)C=CC(S(O)(=O)=O)=CC=1.[CH2:12]([N:19]1[CH2:24][CH2:23][CH:22]([CH3:25])[CH:21]([OH:26])[CH2:20]1)[C:13]1[CH:18]=[CH:17][CH:16]=[CH:15][CH:14]=1.C(N(C(C)C)CC)(C)C. Given the product [CH2:12]([N:19]1[CH2:24][CH2:23][CH:22]([CH3:25])[C:21](=[O:26])[CH2:20]1)[C:13]1[CH:14]=[CH:15][CH:16]=[CH:17][CH:18]=1, predict the reactants needed to synthesize it. (2) Given the product [CH2:19]([O:1][C:2]1[C:7]2[NH:8][C:9](=[O:12])[CH2:10][O:11][C:6]=2[CH:5]=[CH:4][CH:3]=1)[C:20]1[CH:25]=[CH:24][CH:23]=[CH:22][CH:21]=1, predict the reactants needed to synthesize it. The reactants are: [OH:1][C:2]1[C:7]2[NH:8][C:9](=[O:12])[CH2:10][O:11][C:6]=2[CH:5]=[CH:4][CH:3]=1.C(=O)([O-])[O-].[K+].[K+].[CH2:19](Br)[C:20]1[CH:25]=[CH:24][CH:23]=[CH:22][CH:21]=1.O. (3) Given the product [NH2:8][CH:9]1[CH2:14][CH2:13][N:12]([CH2:15][CH2:16][N:17]2[C:22]3[CH:23]=[C:24]([C:27]([O:29][CH3:30])=[O:28])[CH:25]=[CH:26][C:21]=3[O:20][CH2:19][C:18]2=[O:31])[CH2:11][CH2:10]1, predict the reactants needed to synthesize it. The reactants are: C(OC([NH:8][CH:9]1[CH2:14][CH2:13][N:12]([CH2:15][CH2:16][N:17]2[C:22]3[CH:23]=[C:24]([C:27]([O:29][CH3:30])=[O:28])[CH:25]=[CH:26][C:21]=3[O:20][CH2:19][C:18]2=[O:31])[CH2:11][CH2:10]1)=O)(C)(C)C.NC1CCN(CCN2C3C(=CC=C(C#N)C=3)C=CC2=O)CC1.